From a dataset of NCI-60 drug combinations with 297,098 pairs across 59 cell lines. Regression. Given two drug SMILES strings and cell line genomic features, predict the synergy score measuring deviation from expected non-interaction effect. (1) Drug 2: CC(CN1CC(=O)NC(=O)C1)N2CC(=O)NC(=O)C2. Cell line: ACHN. Synergy scores: CSS=37.2, Synergy_ZIP=-2.76, Synergy_Bliss=-0.448, Synergy_Loewe=-1.69, Synergy_HSA=-0.237. Drug 1: CC12CCC(CC1=CCC3C2CCC4(C3CC=C4C5=CN=CC=C5)C)O. (2) Drug 1: COC1=CC(=CC(=C1O)OC)C2C3C(COC3=O)C(C4=CC5=C(C=C24)OCO5)OC6C(C(C7C(O6)COC(O7)C8=CC=CS8)O)O. Drug 2: CN(C)N=NC1=C(NC=N1)C(=O)N. Cell line: SR. Synergy scores: CSS=75.4, Synergy_ZIP=5.47, Synergy_Bliss=6.52, Synergy_Loewe=-22.2, Synergy_HSA=7.19.